This data is from Catalyst prediction with 721,799 reactions and 888 catalyst types from USPTO. The task is: Predict which catalyst facilitates the given reaction. (1) Reactant: C1(P(C2C=CC=CC=2)C2C=CC=CC=2)C=CC=CC=1.[N:20]([C@H:23]([C:27]1[CH:32]=[C:31]([F:33])[C:30]([F:34])=[C:29]([F:35])[CH:28]=1)[C@@H:24]([OH:26])[CH3:25])=[N+]=[N-].O.[C:37](O[C:37]([O:39][C:40]([CH3:43])([CH3:42])[CH3:41])=[O:38])([O:39][C:40]([CH3:43])([CH3:42])[CH3:41])=[O:38]. Product: [OH:26][C@@H:24]([CH3:25])[C@H:23]([NH:20][C:37](=[O:38])[O:39][C:40]([CH3:43])([CH3:42])[CH3:41])[C:27]1[CH:32]=[C:31]([F:33])[C:30]([F:34])=[C:29]([F:35])[CH:28]=1. The catalyst class is: 1. (2) The catalyst class is: 17. Product: [Cl:64][C:65]1[N:70]=[C:69]([CH2:71][NH:72][C:52](=[O:53])[O:43][CH2:42][C@@H:39]2[CH2:40][O:41][C@H:36]([CH2:35][CH2:34][C:33]3[C:32]([F:51])=[CH:31][N:30]=[CH:29][C:28]=3[NH:27][C:25](=[O:26])[CH2:9][CH:10]([C:11]3[CH:16]=[CH:15][C:14]([F:17])=[CH:13][CH:12]=3)[C:18]3[CH:19]=[CH:20][C:21]([F:24])=[CH:22][CH:23]=3)[CH2:37][NH:38]2)[CH:68]=[CH:67][CH:66]=1. Reactant: C(OC(N[C@H:9]([C:25]([NH:27][C:28]1[CH:29]=[N:30][CH:31]=[C:32]([F:51])[C:33]=1[CH2:34][CH2:35][C@H:36]1[O:41][CH2:40][C@@H:39]([CH2:42][OH:43])[N:38](C(OC(C)(C)C)=O)[CH2:37]1)=[O:26])[CH:10]([C:18]1[CH:23]=[CH:22][C:21]([F:24])=[CH:20][CH:19]=1)[C:11]1[CH:16]=[CH:15][C:14]([F:17])=[CH:13][CH:12]=1)=O)(C)(C)C.[C:52](N1C=CN=C1)(N1C=CN=C1)=[O:53].[Cl:64][C:65]1[N:70]=[C:69]([CH2:71][NH2:72])[CH:68]=[CH:67][CH:66]=1. (3) Reactant: Cl.Cl.[CH3:3][N:4]([CH3:9])[CH:5]1[CH2:8][NH:7][CH2:6]1.F[C:11]1[C:16]([N+:17]([O-:19])=[O:18])=[CH:15][C:14]([NH:20][C:21]2[N:26]=[C:25]([C:27]3[CH:28]=[N:29][N:30]4[CH2:35][CH2:34][CH2:33][CH2:32][C:31]=34)[CH:24]=[CH:23][N:22]=2)=[C:13]([O:36][CH3:37])[CH:12]=1.CCN(C(C)C)C(C)C. The catalyst class is: 44. Product: [CH3:3][N:4]([CH3:9])[CH:5]1[CH2:8][N:7]([C:11]2[C:16]([N+:17]([O-:19])=[O:18])=[CH:15][C:14]([NH:20][C:21]3[N:26]=[C:25]([C:27]4[CH:28]=[N:29][N:30]5[CH2:35][CH2:34][CH2:33][CH2:32][C:31]=45)[CH:24]=[CH:23][N:22]=3)=[C:13]([O:36][CH3:37])[CH:12]=2)[CH2:6]1.